This data is from Forward reaction prediction with 1.9M reactions from USPTO patents (1976-2016). The task is: Predict the product of the given reaction. (1) Given the reactants [C:1]([O:5][C:6]([N:8]1[CH2:13][CH:12]=[C:11]([O:14][Si](C)(C)C)[CH2:10][CH2:9]1)=[O:7])([CH3:4])([CH3:3])[CH3:2].[F:19][B-](F)(F)F.F[B-](F)(F)F.ClC[N+]12CC[N+](F)(CC1)CC2, predict the reaction product. The product is: [F:19][CH:10]1[C:11](=[O:14])[CH2:12][CH2:13][N:8]([C:6]([O:5][C:1]([CH3:4])([CH3:3])[CH3:2])=[O:7])[CH2:9]1. (2) Given the reactants [CH3:1][S:2][CH2:3][CH2:4][CH2:5][CH2:6][OH:7].C(N(CC)CC)C.[CH3:15][S:16](Cl)(=[O:18])=[O:17], predict the reaction product. The product is: [CH3:15][S:16]([O:7][CH2:6][CH2:5][CH2:4][CH2:3][S:2][CH3:1])(=[O:18])=[O:17].